The task is: Predict the reaction yield, written as a fraction of the theoretical maximum amount of product (1.0 means a 100% yield; for example, 0.34 means a 34% yield).. This data is from Reaction yield outcomes from USPTO patents with 853,638 reactions. (1) The reactants are [NH2:1][C@@H:2]([CH2:33][C:34]1[CH:39]=[CH:38][CH:37]=[CH:36][CH:35]=1)[CH2:3][C@H:4]([OH:32])[C@@H:5]([NH:19][C:20]([C@@H:22]([NH:27][C:28](=[O:31])[O:29][CH3:30])[C:23]([CH3:26])([CH3:25])[CH3:24])=[O:21])[CH2:6][C:7]1[CH:12]=[CH:11][C:10]([C:13]2[CH:18]=[CH:17][CH:16]=[CH:15][N:14]=2)=[CH:9][CH:8]=1.[CH3:40][O:41][C:42]([NH:44][C@@H:45]([C:49]([CH3:53])([S:51][CH3:52])[CH3:50])[C:46](O)=[O:47])=[O:43].CCOP(ON1N=NC2C=CC=CC=2C1=O)(OCC)=O.C(N(CC)C(C)C)(C)C. The catalyst is C1COCC1. The product is [CH2:33]([C@@H:2]([CH2:3][C@H:4]([OH:32])[C@H:5]([CH2:6][C:7]1[CH:12]=[CH:11][C:10]([C:13]2[CH:18]=[CH:17][CH:16]=[CH:15][N:14]=2)=[CH:9][CH:8]=1)[NH:19][C:20](=[O:21])[C@H:22]([C:23]([CH3:25])([CH3:26])[CH3:24])[NH:27][C:28](=[O:31])[O:29][CH3:30])[NH:1][C:46](=[O:47])[C@@H:45]([NH:44][C:42](=[O:43])[O:41][CH3:40])[C:49]([CH3:53])([S:51][CH3:52])[CH3:50])[C:34]1[CH:35]=[CH:36][CH:37]=[CH:38][CH:39]=1. The yield is 0.690. (2) The reactants are [N+:1]([C:4]1[CH:5]=[C:6]([C:14]([O:16]C)=O)[CH:7]=[C:8]([CH:13]=1)[C:9]([O:11]C)=O)([O-:3])=[O:2].[NH2:18][CH:19]([CH2:22][OH:23])[CH2:20][OH:21]. The catalyst is CO. The product is [OH:21][CH2:20][CH:19]([NH:18][C:9](=[O:11])[C:8]1[CH:13]=[C:4]([N+:1]([O-:3])=[O:2])[CH:5]=[C:6]([C:14]([NH:18][CH:19]([CH2:22][OH:23])[CH2:20][OH:21])=[O:16])[CH:7]=1)[CH2:22][OH:23]. The yield is 0.990. (3) The reactants are [NH2:1][C:2]1[CH:3]=[CH:4][C:5]([CH3:24])=[C:6]([CH:23]=1)[O:7][C:8]1[CH:9]=[CH:10][C:11]2[N:12]([CH:14]=[C:15]([NH:17][C:18]([CH:20]3[CH2:22][CH2:21]3)=[O:19])[N:16]=2)[N:13]=1.[F:25][C:26]([F:37])([F:36])[C:27]1[CH:28]=[C:29]([CH:33]=[CH:34][CH:35]=1)[C:30](O)=[O:31].Cl.CN(C)CCCN=C=NCC.ON1C2C=CC=CC=2N=N1. The catalyst is CN(C)C=O. The product is [CH:20]1([C:18]([NH:17][C:15]2[N:16]=[C:11]3[CH:10]=[CH:9][C:8]([O:7][C:6]4[CH:23]=[C:2]([NH:1][C:30](=[O:31])[C:29]5[CH:33]=[CH:34][CH:35]=[C:27]([C:26]([F:25])([F:36])[F:37])[CH:28]=5)[CH:3]=[CH:4][C:5]=4[CH3:24])=[N:13][N:12]3[CH:14]=2)=[O:19])[CH2:22][CH2:21]1. The yield is 0.720. (4) The reactants are [Cl:1][C:2]1[CH:7]=[CH:6][C:5]([CH2:8][C:9](O)=O)=[CH:4][CH:3]=1.[C:12]1([NH:18][C:19](=[S:22])[NH:20][NH2:21])[CH:17]=[CH:16][CH:15]=[CH:14][CH:13]=1. No catalyst specified. The product is [Cl:1][C:2]1[CH:7]=[CH:6][C:5]([CH2:8][C:9]2[N:18]([C:12]3[CH:13]=[CH:14][CH:15]=[CH:16][CH:17]=3)[C:19](=[S:22])[NH:20][N:21]=2)=[CH:4][CH:3]=1. The yield is 0.880.